This data is from Full USPTO retrosynthesis dataset with 1.9M reactions from patents (1976-2016). The task is: Predict the reactants needed to synthesize the given product. (1) Given the product [S:25]([C:29]1[CH:30]=[C:31]([NH:35][C:22]([C:21]2[CH:20]=[N:19][N:12]3[C:13]([C:15]([F:17])([F:18])[F:16])=[CH:14][C:9]([C:4]4[CH:5]=[CH:6][C:7]([F:8])=[C:2]([F:1])[CH:3]=4)=[N:10][C:11]=23)=[O:23])[CH:32]=[CH:33][CH:34]=1)(=[O:27])(=[O:28])[NH2:26], predict the reactants needed to synthesize it. The reactants are: [F:1][C:2]1[CH:3]=[C:4]([C:9]2[CH:14]=[C:13]([C:15]([F:18])([F:17])[F:16])[N:12]3[N:19]=[CH:20][C:21]([C:22](O)=[O:23])=[C:11]3[N:10]=2)[CH:5]=[CH:6][C:7]=1[F:8].[S:25]([C:29]1[CH:30]=[C:31]([NH2:35])[CH:32]=[CH:33][CH:34]=1)(=[O:28])(=[O:27])[NH2:26]. (2) Given the product [Cl:22][C:17]1[CH:16]=[C:15]([C:13]2[N:14]=[C:10]([C:8]3[CH:9]=[C:4]([C:3]([OH:2])=[O:24])[C:5]([C:27]4[CH:28]=[C:29]([F:33])[CH:30]=[C:31]([F:32])[C:26]=4[F:25])=[CH:6][CH:7]=3)[S:11][CH:12]=2)[CH:20]=[CH:19][C:18]=1[Cl:21], predict the reactants needed to synthesize it. The reactants are: C[O:2][C:3](=[O:24])[C:4]1[CH:9]=[C:8]([C:10]2[S:11][CH:12]=[C:13]([C:15]3[CH:20]=[CH:19][C:18]([Cl:21])=[C:17]([Cl:22])[CH:16]=3)[N:14]=2)[CH:7]=[CH:6][C:5]=1Br.[F:25][C:26]1[C:31]([F:32])=[CH:30][C:29]([F:33])=[CH:28][C:27]=1B(O)O. (3) Given the product [Cl:1][C:2]1[CH:7]=[C:6]([Cl:8])[CH:5]=[CH:4][C:3]=1[N:9]1[C:10]2=[N:11][C:12]3[CH:23]=[CH:22][CH:21]=[C:20]([N:24]([CH2:25][CH3:26])[CH2:27][CH3:28])[C:13]=3[N:14]2[CH2:15][CH:16]([OH:19])[CH2:17]1, predict the reactants needed to synthesize it. The reactants are: [Cl:1][C:2]1[CH:7]=[C:6]([Cl:8])[CH:5]=[CH:4][C:3]=1[NH:9][C:10]1[N:14]([CH2:15][CH:16]([OH:19])[CH2:17]O)[C:13]2[C:20]([N:24]([CH2:27][CH3:28])[CH2:25][CH3:26])=[CH:21][CH:22]=[CH:23][C:12]=2[N:11]=1.CS(Cl)(=O)=O. (4) Given the product [Si:17]([O:1][CH2:2][C@@H:3]1[C@H:7]([OH:8])[CH:6]=[CH:5][CH2:4]1)([C:20]([CH3:23])([CH3:22])[CH3:21])([CH3:19])[CH3:18], predict the reactants needed to synthesize it. The reactants are: [OH:1][CH2:2][C@@H:3]1[C@H:7]([OH:8])[CH:6]=[CH:5][CH2:4]1.N1C=CN=C1.C(Cl)Cl.[Si:17](Cl)([C:20]([CH3:23])([CH3:22])[CH3:21])([CH3:19])[CH3:18]. (5) Given the product [Cl:1][C:2]1[N:7]=[CH:6][C:5]2[C:8]3([C:9](=[O:11])[NH:10][C:4]=2[CH:3]=1)[CH2:13][CH2:12]3, predict the reactants needed to synthesize it. The reactants are: [Cl:1][C:2]1[N:7]=[CH:6][C:5]2[CH2:8][C:9](=[O:11])[NH:10][C:4]=2[CH:3]=1.[CH:12](NC(C)C)(C)[CH3:13].[Li]CCCC.C(Br)CBr. (6) Given the product [CH3:1][O:2][C:3](=[O:4])[CH:5]([NH:8][S:16]([C:10]1[CH:15]=[CH:14][CH:13]=[CH:12][CH:11]=1)(=[O:18])=[O:17])[CH2:6][OH:7], predict the reactants needed to synthesize it. The reactants are: [CH3:1][O:2][C:3]([CH:5]([NH2:8])[CH2:6][OH:7])=[O:4].Cl.[C:10]1([S:16](Cl)(=[O:18])=[O:17])[CH:15]=[CH:14][CH:13]=[CH:12][CH:11]=1. (7) Given the product [I:1][C:2]1[C:10]2[C:9]([NH2:11])=[CH:8][CH:7]=[CH:6][C:5]=2[N:4]([CH2:14][C:15]2[S:23][C:22]([CH3:21])=[N:26][CH:19]=2)[N:3]=1, predict the reactants needed to synthesize it. The reactants are: [I:1][C:2]1[C:10]2[C:5](=[CH:6][CH:7]=[CH:8][C:9]=2[N+:11]([O-])=O)[N:4]([CH2:14][C:15]2N=C(C)S[CH:19]=2)[N:3]=1.[CH3:21][C:22]1[S:23]C(C(OCC)=O)=C[N:26]=1.[NH4+].[Cl-]. (8) Given the product [I:1][C:2]1[CH:3]=[C:4]([CH:5]=[CH:6][CH:7]=1)[O:8][CH2:16][C:17]([O:19][C:20]([CH3:23])([CH3:22])[CH3:21])=[O:18], predict the reactants needed to synthesize it. The reactants are: [I:1][C:2]1[CH:3]=[C:4]([OH:8])[CH:5]=[CH:6][CH:7]=1.C(=O)([O-])[O-].[K+].[K+].Br[CH2:16][C:17]([O:19][C:20]([CH3:23])([CH3:22])[CH3:21])=[O:18].S([O-])(O)(=O)=O.[K+]. (9) Given the product [Br:1][C:2]1[CH:3]=[C:4]2[C:8](=[CH:9][CH:10]=1)[CH:7]([O:11][C:12]1[CH:17]=[CH:16][CH:15]=[CH:14][CH:13]=1)[CH2:6][CH2:5]2, predict the reactants needed to synthesize it. The reactants are: [Br:1][C:2]1[CH:3]=[C:4]2[C:8](=[CH:9][CH:10]=1)[CH:7]([OH:11])[CH2:6][CH2:5]2.[C:12]1(O)[CH:17]=[CH:16][CH:15]=[CH:14][CH:13]=1.C1(P(C2C=CC=CC=2)C2C=CC=CC=2)C=CC=CC=1.N(C(OC(C)C)=O)=NC(OC(C)C)=O. (10) Given the product [O-:8][N+:3]1[CH:4]=[CH:5][CH:6]=[CH:7][C:2]=1[NH:9][CH2:10][CH2:11][CH2:12][CH2:13][OH:14], predict the reactants needed to synthesize it. The reactants are: Cl[C:2]1[CH:7]=[CH:6][CH:5]=[CH:4][N+:3]=1[O-:8].[NH2:9][CH2:10][CH2:11][CH2:12][CH2:13][OH:14].